Task: Predict the reactants needed to synthesize the given product.. Dataset: Full USPTO retrosynthesis dataset with 1.9M reactions from patents (1976-2016) (1) Given the product [NH2:9][CH2:12][CH2:11][C:5]1[CH:6]=[CH:7][C:2]([C:1]#[N:8])=[CH:3][CH:4]=1, predict the reactants needed to synthesize it. The reactants are: [C:1](#[N:8])[C:2]1[CH:7]=[CH:6][CH:5]=[CH:4][CH:3]=1.[N:9]#N.[CH3:11][CH2:12]O.CCOC(C)=O. (2) Given the product [C:24]([C:2]1[CH:3]=[C:4]([C:9]2[N:10]=[C:11]([CH:21]([CH3:23])[CH3:22])[NH:12][C:13]=2[C:14]2[CH:19]=[CH:18][CH:17]=[C:16]([CH3:20])[N:15]=2)[CH:5]=[CH:6][C:7]=1[F:8])#[CH:25], predict the reactants needed to synthesize it. The reactants are: Br[C:2]1[CH:3]=[C:4]([C:9]2[N:10]=[C:11]([CH:21]([CH3:23])[CH3:22])[NH:12][C:13]=2[C:14]2[CH:19]=[CH:18][CH:17]=[C:16]([CH3:20])[N:15]=2)[CH:5]=[CH:6][C:7]=1[F:8].[CH2:24](N(CC)CC)[CH3:25].C[Si](C#C)(C)C.C(=O)([O-])[O-].[K+].[K+]. (3) Given the product [O:29]=[C:10]1[NH:9][CH:8]([C:5]2[CH:6]=[CH:7][C:2]([C:33]#[N:34])=[CH:3][C:4]=2[O:30][CH3:31])[C:17]2[C:16](=[O:18])[CH2:15][CH2:14][CH2:13][C:12]=2[N:11]1[C:19]1[CH:24]=[CH:23][CH:22]=[C:21]([C:25]([F:28])([F:26])[F:27])[CH:20]=1, predict the reactants needed to synthesize it. The reactants are: Br[C:2]1[CH:7]=[CH:6][C:5]([CH:8]2[C:17]3[C:16](=[O:18])[CH2:15][CH2:14][CH2:13][C:12]=3[N:11]([C:19]3[CH:24]=[CH:23][CH:22]=[C:21]([C:25]([F:28])([F:27])[F:26])[CH:20]=3)[C:10](=[O:29])[NH:9]2)=[C:4]([O:30][CH3:31])[CH:3]=1.[Cu][C:33]#[N:34]. (4) Given the product [I:1][C:2]1[CH:3]=[C:4]2[C:8](=[CH:9][CH:10]=1)[NH:7][C:6](=[O:11])[C:5]2=[N:12][NH:13][C:14]([C:16]1[CH:25]=[CH:24][C:19]([C:20]([OH:22])=[O:21])=[CH:18][CH:17]=1)=[O:15], predict the reactants needed to synthesize it. The reactants are: [I:1][C:2]1[CH:3]=[C:4]2[C:8](=[CH:9][CH:10]=1)[NH:7][C:6](=[O:11])[C:5]2=[N:12][NH:13][C:14]([C:16]1[CH:25]=[CH:24][C:19]([C:20]([O:22]C)=[O:21])=[CH:18][CH:17]=1)=[O:15].[OH-].[Na+]. (5) Given the product [C:46]([N:11]1[CH2:12][CH2:13][C@@H:14]([NH:15][S:16]([C:19]2[CH:20]=[CH:21][C:22]([O:25][CH2:26][C:27]3[C:36]4[C:31](=[CH:32][CH:33]=[CH:34][CH:35]=4)[N:30]=[C:29]([CH3:37])[CH:28]=3)=[CH:23][CH:24]=2)(=[O:18])=[O:17])[C@@:9]([CH3:38])([C:7]([NH:6][O:5][C:1]([CH3:4])([CH3:3])[CH3:2])=[O:8])[CH2:10]1)(=[O:48])[CH3:47], predict the reactants needed to synthesize it. The reactants are: [C:1]([O:5][NH:6][C:7]([C@:9]1([CH3:38])[C@H:14]([NH:15][S:16]([C:19]2[CH:24]=[CH:23][C:22]([O:25][CH2:26][C:27]3[C:36]4[C:31](=[CH:32][CH:33]=[CH:34][CH:35]=4)[N:30]=[C:29]([CH3:37])[CH:28]=3)=[CH:21][CH:20]=2)(=[O:18])=[O:17])[CH2:13][CH2:12][NH:11][CH2:10]1)=[O:8])([CH3:4])([CH3:3])[CH3:2].C(N(CC)CC)C.[C:46](Cl)(=[O:48])[CH3:47].